This data is from HIV replication inhibition screening data with 41,000+ compounds from the AIDS Antiviral Screen. The task is: Binary Classification. Given a drug SMILES string, predict its activity (active/inactive) in a high-throughput screening assay against a specified biological target. (1) The molecule is CC1=CC(=O)C(=CN2C(=O)CNC2=S)C(=O)O1. The result is 0 (inactive). (2) The compound is CCC1(O)C(=O)OCc2c1cc1n(c2=O)Cc2cc3cc(O)ccc3nc2-1. The result is 0 (inactive). (3) The drug is COC(=O)C(C)(C)C(OP1(=S)N(C)CCN1C)=C(C)C. The result is 0 (inactive).